From a dataset of Drug-target binding data from BindingDB using IC50 measurements. Regression. Given a target protein amino acid sequence and a drug SMILES string, predict the binding affinity score between them. We predict pIC50 (pIC50 = -log10(IC50 in M); higher means more potent). Dataset: bindingdb_ic50. (1) The small molecule is CC(=O)NC(CSC(=O)NCCCCCCNC(=O)SCC(NC(C)=O)C(=O)O)C(=O)O. The target protein (P41921) has sequence MLSATKQTFRSLQIRTMSTNTKHYDYLVIGGGSGGVASARRAASYGAKTLLVEAKALGGTCVNVGCVPKKVMWYASDLATRVSHANEYGLYQNLPLDKEHLTFNWPEFKQKRDAYVHRLNGIYQKNLEKEKVDVVFGWARFNKDGNVEVQKRDNTTEVYSANHILVATGGKAIFPENIPGFELGTDSDGFFRLEEQPKKVVVVGAGYIGIELAGVFHGLGSETHLVIRGETVLRKFDECIQNTITDHYVKEGINVHKLSKIVKVEKNVETDKLKIHMNDSKSIDDVDELIWTIGRKSHLGMGSENVGIKLNSHDQIIADEYQNTNVPNIYSLGDVVGKVELTPVAIAAGRKLSNRLFGPEKFRNDKLDYENVPSVIFSHPEAGSIGISEKEAIEKYGKENIKVYNSKFTAMYYAMLSEKSPTRYKIVCAGPNEKVVGLHIVGDSSAEILQGFGVAIKMGATKADFDNCVAIHPTSAEELVTMR. The pIC50 is 3.3. (2) The small molecule is O=C1NC(=O)[C@@]2(CCOc3ccc(F)cc32)N1. The target protein sequence is MASRLLLNNGAKMPILGLGTWKSPPGQVTEAVKVAIDVGYRHIDCAHVYQNENEVGVAIQEKLREQVVKREELFIVSKLWCTYHEKGLVKGACQKTLSDLKLDYLDLYLIHWPTGFKPGKEFFPLDESGNVVPSDTNILDTWAAMEELVDEGLVKAIGISNFNHLQVEMILNKPGLKYKPAVNQIECHPYLTQEKLIQYCQSKGIVVTAYSPLGSPDRPWAKPEDPSLLEDPRIKAIAAKHNKTTAQVLIRFPMQRNLVVIPKSVTPERIAENFKVFDFELSSQDMTTLLSYNRNWRVCAMLSCTSHKDYPFHEEF. The pIC50 is 6.3. (3) The drug is Cc1cnc(N2CC3(CCOCC3)C2)c(C(=O)Nc2ccc(C(=O)N3CCc4cc(-c5nc6cccc(F)c6[nH]5)sc4-c4ccccc43)cc2)c1. The target protein (P03421) has sequence MEKFAPEFHGEDANNRATKFLESIKGKFTSPKDPKKKDSIISVNSIDIEVTKESPITSNSTIINPTNETDDTAGNKPNYQRKPLVSFKEDPTPSDNPFSKLYKETIETFDNNEEESSYSYEEINDQTNDNITARLDRIDEKLSEILGMLHTLVVASAGPTSARDGIRDAMIGLREEMIEKIRTEALMTNDRLEAMARLRNEESEKMAKDTSDEVSLNPTSEKLNNLLEGNDSDNDLSLEDF. The pIC50 is 8.7. (4) The compound is O=C(O)c1cnn(-c2nc(N3CCOCC3)c3ccc(Oc4ccccc4)cc3n2)c1. The target protein sequence is KNPFSTGDTDLDLEMLAPYIPMDDDFQLRSFDQLSNGQTKPLPALKLALEYIVPCMNKHGICVVDDFLGKETGQQIGDEVRALHDTGKFTDGQLVSQKSDSSKDIRGDKITWIEGKEPGCETIGLLMSSMDDLIRHCNGKLGSYKINGRTKAMVACYPGNGTGYVRHVDNPNGDGRCVTCIYYLNKDWDAKVSGGILRIFPEGKAQFADIEPKFDRLLFFWSDRRNPHEVQPAYATRYAITVWYFDADERARAKVKYLTGEKGVRVELNKPSDSVGKDVF. The pIC50 is 6.2. (5) The small molecule is CC(CCN(C)C)OC(=O)c1ccc(C(C)c2ccccc2)o1. The target protein (Q96JM7) has sequence MTESASSTSGQEFDVFSVMDWKDGVGTLPGSDLKFRVNEFGALEVITDENEMENVKKATATTTWMVPTAQEAPTSPPSSRPVFPPAYWTSPPGCPTVFSEKTGMPFRLKDPVKVEGLQFCENCCQYGNVDECLSGGNYCSQNCARHIKDKDQKEERDVEEDNEEEDPKCSRKKKPKLSLKADTKEDGEERDDEMENKQDVRILRGSQRARRKRRGDSAVLKQGLPPKGKKAWCWASYLEEEKAVAVPAKLFKEHQSFPYNKNGFKVGMKLEGVDPEHQSVYCVLTVAEVCGYRIKLHFDGYSDCYDFWVNADALDIHPVGWCEKTGHKLHPPKGYKEEEFNWQTYLKTCKAQAAPKSLFENQNITVIPSGFRVGMKLEAVDKKNPSFICVATVTDMVDNRFLVHFDNWDESYDYWCEASSPHIHPVGWCKEHRRTLITPPGYPNVKHFSWDKYLEETNSLPAPARAFKVKPPHGFQKKMKLEVVDKRNPMFIRVATVADT.... The pIC50 is 4.1.